Task: Predict the reactants needed to synthesize the given product.. Dataset: Full USPTO retrosynthesis dataset with 1.9M reactions from patents (1976-2016) (1) Given the product [CH3:27][O:26][C:17]1[CH:18]=[C:19]([O:22][CH2:23][O:24][CH3:25])[CH:20]=[CH:21][C:16]=1[C:4]1[C:3]([CH2:2][O:36][C:34]([C:32]2[S:33][C:29]([CH3:28])=[CH:30][CH:31]=2)=[O:35])=[C:12]2[C:7]([NH:8][C:9]([CH3:15])([CH3:14])[C:10](=[O:13])[NH:11]2)=[CH:6][CH:5]=1, predict the reactants needed to synthesize it. The reactants are: Cl[CH2:2][C:3]1[C:4]([C:16]2[CH:21]=[CH:20][C:19]([O:22][CH2:23][O:24][CH3:25])=[CH:18][C:17]=2[O:26][CH3:27])=[CH:5][CH:6]=[C:7]2[C:12]=1[NH:11][C:10](=[O:13])[C:9]([CH3:15])([CH3:14])[NH:8]2.[CH3:28][C:29]1[S:33][C:32]([C:34]([OH:36])=[O:35])=[CH:31][CH:30]=1.C(=O)([O-])[O-].[K+].[K+]. (2) Given the product [F:30][C:24]1[CH:25]=[CH:26][CH:27]=[C:28]([F:29])[C:23]=1[NH:22][C:20](=[O:21])[C:19]1[CH:31]=[CH:32][CH:33]=[C:17]([C:9]2[N:10]=[C:11]3[CH:16]=[CH:15][CH:14]=[CH:13][N:12]3[C:8]=2[C:6]2[CH:5]=[CH:4][N:3]=[C:2]([NH:38][C:37]3[CH:39]=[CH:40][C:41]([N:43]4[CH2:48][CH2:47][CH:46]([N:49]5[CH2:54][CH2:53][O:52][CH2:51][CH2:50]5)[CH2:45][CH2:44]4)=[CH:42][C:36]=3[O:35][CH3:34])[N:7]=2)[CH:18]=1, predict the reactants needed to synthesize it. The reactants are: Cl[C:2]1[N:7]=[C:6]([C:8]2[N:12]3[CH:13]=[CH:14][CH:15]=[CH:16][C:11]3=[N:10][C:9]=2[C:17]2[CH:18]=[C:19]([CH:31]=[CH:32][CH:33]=2)[C:20]([NH:22][C:23]2[C:28]([F:29])=[CH:27][CH:26]=[CH:25][C:24]=2[F:30])=[O:21])[CH:5]=[CH:4][N:3]=1.[CH3:34][O:35][C:36]1[CH:42]=[C:41]([N:43]2[CH2:48][CH2:47][CH:46]([N:49]3[CH2:54][CH2:53][O:52][CH2:51][CH2:50]3)[CH2:45][CH2:44]2)[CH:40]=[CH:39][C:37]=1[NH2:38].C1(C)C=CC(S(O)(=O)=O)=CC=1. (3) The reactants are: [C:1]([C:3]1[C:4]([C:21]([F:24])([F:23])[F:22])=[C:5]2[C:9](=[CH:10][CH:11]=1)[N:8]([CH2:12]/[C:13](=[N:16]/[H])/[NH:14][OH:15])[C:7]([CH2:18][CH2:19][CH3:20])=[CH:6]2)#[N:2].[F:25][C:26]1[CH:34]=[CH:33][C:32]([F:35])=[CH:31][C:27]=1[C:28](Cl)=O.C(N(CC)C(C)C)(C)C. Given the product [F:25][C:26]1[CH:34]=[CH:33][C:32]([F:35])=[CH:31][C:27]=1[C:28]1[O:15][N:14]=[C:13]([CH2:12][N:8]2[C:9]3[C:5](=[C:4]([C:21]([F:24])([F:23])[F:22])[C:3]([C:1]#[N:2])=[CH:11][CH:10]=3)[CH:6]=[C:7]2[CH2:18][CH2:19][CH3:20])[N:16]=1, predict the reactants needed to synthesize it. (4) Given the product [CH3:38][N:6]1[C:5]2[CH:7]=[CH:8][CH:9]=[CH:10][C:4]=2[N:3]([CH:11]2[CH2:12][CH2:13][N:14]([C:17]([O:19][CH2:20][C@@H:21]([N:23]([CH2:24][C:25]3[CH:26]=[CH:27][CH:28]=[CH:29][CH:30]=3)[CH2:31][C:32]3[CH:37]=[CH:36][CH:35]=[CH:34][CH:33]=3)[CH3:22])=[O:18])[CH2:15][CH2:16]2)[C:2]1=[O:1], predict the reactants needed to synthesize it. The reactants are: [O:1]=[C:2]1[NH:6][C:5]2[CH:7]=[CH:8][CH:9]=[CH:10][C:4]=2[N:3]1[CH:11]1[CH2:16][CH2:15][N:14]([C:17]([O:19][CH2:20][C@@H:21]([N:23]([CH2:31][C:32]2[CH:37]=[CH:36][CH:35]=[CH:34][CH:33]=2)[CH2:24][C:25]2[CH:30]=[CH:29][CH:28]=[CH:27][CH:26]=2)[CH3:22])=[O:18])[CH2:13][CH2:12]1.[CH3:38]I. (5) Given the product [Cl:8][C:4]1[CH:5]=[N:6][CH:7]=[C:2]([O:21][C:18]2[CH:17]=[CH:16][C:15]([C:9]3[CH:14]=[CH:13][CH:12]=[CH:11][CH:10]=3)=[CH:20][CH:19]=2)[N:3]=1, predict the reactants needed to synthesize it. The reactants are: Cl[C:2]1[CH:7]=[N:6][CH:5]=[C:4]([Cl:8])[N:3]=1.[C:9]1([C:15]2[CH:20]=[CH:19][C:18]([OH:21])=[CH:17][CH:16]=2)[CH:14]=[CH:13][CH:12]=[CH:11][CH:10]=1. (6) Given the product [CH2:13]([S:15][C:16]1[CH:21]=[C:20]([C:2]2[C:8]([F:9])=[C:7]([F:10])[C:5]([NH2:6])=[C:4]([F:11])[C:3]=2[F:12])[CH:19]=[CH:18][CH:17]=1)[CH3:14], predict the reactants needed to synthesize it. The reactants are: Br[C:2]1[C:8]([F:9])=[C:7]([F:10])[C:5]([NH2:6])=[C:4]([F:11])[C:3]=1[F:12].[CH2:13]([S:15][C:16]1[CH:17]=[C:18](B(O)O)[CH:19]=[CH:20][CH:21]=1)[CH3:14]. (7) The reactants are: I[C:2]1[C:3]([NH2:18])=[N:4][CH:5]=[CH:6][C:7]=1[O:8][C:9]1[CH:14]=[CH:13][C:12]([N+:15]([O-:17])=[O:16])=[CH:11][CH:10]=1.[C:19]([O:23][CH2:24][CH3:25])(=[O:22])[CH:20]=[CH2:21].C(N(CCCC)CCCC)CCC.CC(C)=O. Given the product [NH2:18][C:3]1[C:2](/[CH:21]=[CH:20]/[C:19]([O:23][CH2:24][CH3:25])=[O:22])=[C:7]([O:8][C:9]2[CH:14]=[CH:13][C:12]([N+:15]([O-:17])=[O:16])=[CH:11][CH:10]=2)[CH:6]=[CH:5][N:4]=1, predict the reactants needed to synthesize it. (8) The reactants are: [Cl:1][C:2]1[CH:7]=[CH:6][C:5]([N:8]2[CH:12]([C:13]3[CH:14]=[C:15]([C:19]4[CH:24]=[CH:23][C:22]([S:25][CH3:26])=[CH:21][CH:20]=4)[CH:16]=[CH:17][CH:18]=3)[CH2:11][C:10]([C:27]([F:33])([F:32])[C:28]([F:31])([F:30])[F:29])=[N:9]2)=[CH:4][CH:3]=1.ClC1C=CC=C(C(OO)=[O:42])C=1. Given the product [Cl:1][C:2]1[CH:7]=[CH:6][C:5]([N:8]2[CH:12]([C:13]3[CH:14]=[C:15]([C:19]4[CH:24]=[CH:23][C:22]([S:25]([CH3:26])=[O:42])=[CH:21][CH:20]=4)[CH:16]=[CH:17][CH:18]=3)[CH2:11][C:10]([C:27]([F:32])([F:33])[C:28]([F:29])([F:30])[F:31])=[N:9]2)=[CH:4][CH:3]=1, predict the reactants needed to synthesize it.